From a dataset of Full USPTO retrosynthesis dataset with 1.9M reactions from patents (1976-2016). Predict the reactants needed to synthesize the given product. (1) Given the product [C:69]1([CH:67]2[CH2:68][CH:63]([NH:62][C:40]([C:37]3[CH:38]=[C:39]4[C:34](=[CH:35][CH:36]=3)[N:33]([C:43]([C:44]3[CH:45]=[CH:46][CH:47]=[CH:48][CH:49]=3)([C:50]3[CH:55]=[CH:54][CH:53]=[CH:52][CH:51]=3)[C:56]3[CH:57]=[CH:58][CH:59]=[CH:60][CH:61]=3)[N:32]=[C:31]4[C:28]3[CH:27]=[CH:26][N:25]=[CH:30][CH:29]=3)=[O:41])[CH2:64][N:65]([C:75]([O:77][C:78]([CH3:81])([CH3:80])[CH3:79])=[O:76])[CH2:66]2)[CH:74]=[CH:73][CH:72]=[CH:71][CH:70]=1, predict the reactants needed to synthesize it. The reactants are: F[P-](F)(F)(F)(F)F.N1(OC(N(C)C)=[N+](C)C)C2N=CC=CC=2N=N1.[N:25]1[CH:30]=[CH:29][C:28]([C:31]2[C:39]3[C:34](=[CH:35][CH:36]=[C:37]([C:40](O)=[O:41])[CH:38]=3)[N:33]([C:43]([C:56]3[CH:61]=[CH:60][CH:59]=[CH:58][CH:57]=3)([C:50]3[CH:55]=[CH:54][CH:53]=[CH:52][CH:51]=3)[C:44]3[CH:49]=[CH:48][CH:47]=[CH:46][CH:45]=3)[N:32]=2)=[CH:27][CH:26]=1.[NH2:62][CH:63]1[CH2:68][CH:67]([C:69]2[CH:74]=[CH:73][CH:72]=[CH:71][CH:70]=2)[CH2:66][N:65]([C:75]([O:77][C:78]([CH3:81])([CH3:80])[CH3:79])=[O:76])[CH2:64]1.C(N(C(C)C)CC)(C)C. (2) Given the product [C:1]([N:8]1[CH2:12][C@@H:11]([NH:13][C:47]2[CH:52]=[CH:51][C:50]([F:53])=[CH:49][C:48]=2[F:54])[CH2:10][C@H:9]1[C:14]([N:16]([CH3:18])[CH3:17])=[O:15])([O:3][C:4]([CH3:7])([CH3:6])[CH3:5])=[O:2], predict the reactants needed to synthesize it. The reactants are: [C:1]([N:8]1[CH2:12][C@@H:11]([NH2:13])[CH2:10][C@H:9]1[C:14]([N:16]([CH3:18])[CH3:17])=[O:15])([O:3][C:4]([CH3:7])([CH3:6])[CH3:5])=[O:2].CC(C)([O-])C.[Na+].C(P(C(C)(C)C)C1C=CC=CC=1C1C=CC=CC=1)(C)(C)C.Br[C:47]1[CH:52]=[CH:51][C:50]([F:53])=[CH:49][C:48]=1[F:54]. (3) The reactants are: [CH2:1]([N:8]1[C:17]2[C:12](=[C:13](Br)[CH:14]=[CH:15][CH:16]=2)[C:11](=[O:19])[CH:10]=[CH:9]1)[C:2]1[CH:7]=[CH:6][CH:5]=[CH:4][CH:3]=1.[CH3:20][C:21]1[CH:26]=[C:25]([CH3:27])[CH:24]=[C:23]([CH3:28])[C:22]=1B(O)O.C(=O)([O-])[O-].[Cs+].[Cs+]. Given the product [CH2:1]([N:8]1[C:17]2[C:12](=[C:13]([C:22]3[C:23]([CH3:28])=[CH:24][C:25]([CH3:27])=[CH:26][C:21]=3[CH3:20])[CH:14]=[CH:15][CH:16]=2)[C:11](=[O:19])[CH:10]=[CH:9]1)[C:2]1[CH:7]=[CH:6][CH:5]=[CH:4][CH:3]=1, predict the reactants needed to synthesize it. (4) Given the product [OH:1][CH2:2][CH2:3][N:4]1[C:5]2[C:6]([C:7]#[N:8])=[CH:9][CH:10]=[CH:11][C:12]=2[N:13]=[CH:17]1, predict the reactants needed to synthesize it. The reactants are: [OH:1][CH2:2][CH2:3][NH:4][C:5]1[C:12]([N+:13]([O-])=O)=[CH:11][CH:10]=[CH:9][C:6]=1[C:7]#[N:8].Br[C:17]1C2N(CCO)C=NC=2C=CC=1. (5) Given the product [NH2:20][CH2:3][C@@H:2]([OH:1])[C@@H:4]([NH:12][C:13](=[O:19])[O:14][C:15]([CH3:18])([CH3:17])[CH3:16])[CH2:5][C:6]1[CH:11]=[CH:10][CH:9]=[CH:8][CH:7]=1, predict the reactants needed to synthesize it. The reactants are: [O:1]1[CH2:3][C@@H:2]1[C@@H:4]([NH:12][C:13](=[O:19])[O:14][C:15]([CH3:18])([CH3:17])[CH3:16])[CH2:5][C:6]1[CH:11]=[CH:10][CH:9]=[CH:8][CH:7]=1.[NH3:20].